From a dataset of Peptide-MHC class I binding affinity with 185,985 pairs from IEDB/IMGT. Regression. Given a peptide amino acid sequence and an MHC pseudo amino acid sequence, predict their binding affinity value. This is MHC class I binding data. The peptide sequence is STTVKAACWW. The MHC is HLA-B51:01 with pseudo-sequence HLA-B51:01. The binding affinity (normalized) is 0.